Dataset: Forward reaction prediction with 1.9M reactions from USPTO patents (1976-2016). Task: Predict the product of the given reaction. The product is: [Cl:3][C:13]1[N:12]=[C:11]([C:15]2[CH:20]=[CH:19][CH:18]=[CH:17][CH:16]=2)[N:10]=[C:9]([C:21]2[CH:26]=[CH:25][CH:24]=[C:23]([N+:27]([O-:29])=[O:28])[CH:22]=2)[C:8]=1[C:6]#[N:7]. Given the reactants O=P(Cl)(Cl)[Cl:3].[C:6]([C:8]1[C:9]([C:21]2[CH:26]=[CH:25][CH:24]=[C:23]([N+:27]([O-:29])=[O:28])[CH:22]=2)=[N:10][C:11]([C:15]2[CH:20]=[CH:19][CH:18]=[CH:17][CH:16]=2)=[N:12][C:13]=1O)#[N:7].CN(C)C1C=CC=CC=1, predict the reaction product.